The task is: Predict the product of the given reaction.. This data is from Forward reaction prediction with 1.9M reactions from USPTO patents (1976-2016). Given the reactants C([O:4][CH2:5][CH2:6][CH2:7][CH2:8][CH:9]([O:15][N+:16]([O-:18])=[O:17])[CH2:10][O:11][N+:12]([O-:14])=[O:13])(=O)C.[OH-].[Na+], predict the reaction product. The product is: [N+:12]([O-:14])([O:11][CH2:10][CH:9]([O:15][N+:16]([O-:18])=[O:17])[CH2:8][CH2:7][CH2:6][CH2:5][OH:4])=[O:13].